From a dataset of Catalyst prediction with 721,799 reactions and 888 catalyst types from USPTO. Predict which catalyst facilitates the given reaction. (1) Product: [CH3:11][C:12]1([CH3:28])[C:16]([CH3:18])([CH3:17])[O:15][B:14]([C:2]2[CH:3]=[C:4]3[CH:10]=[CH:9][NH:8][C:5]3=[N:6][CH:7]=2)[O:13]1. The catalyst class is: 12. Reactant: Br[C:2]1[CH:3]=[C:4]2[CH:10]=[CH:9][NH:8][C:5]2=[N:6][CH:7]=1.[CH3:11][C:12]1([CH3:28])[C:16]([CH3:18])([CH3:17])[O:15][B:14]([B:14]2[O:15][C:16]([CH3:18])([CH3:17])[C:12]([CH3:28])([CH3:11])[O:13]2)[O:13]1.CC([O-])=O.[K+]. (2) Product: [O:12]1[CH2:13][CH2:14][N:15]([C:18]2[CH:23]=[CH:22][C:21]([NH:24][C:25]3[N:26]=[CH:27][C:28]4[NH:33][C:32](=[O:34])/[C:31](=[CH:8]\[C:7]5[CH:10]=[CH:11][C:4]([N+:1]([O-:3])=[O:2])=[CH:5][CH:6]=5)/[S:30][C:29]=4[N:35]=3)=[CH:20][CH:19]=2)[CH2:16][CH2:17]1. The catalyst class is: 152. Reactant: [N+:1]([C:4]1[CH:11]=[CH:10][C:7]([CH:8]=O)=[CH:6][CH:5]=1)([O-:3])=[O:2].[O:12]1[CH2:17][CH2:16][N:15]([C:18]2[CH:23]=[CH:22][C:21]([NH:24][C:25]3[N:26]=[CH:27][C:28]4[NH:33][C:32](=[O:34])[CH2:31][S:30][C:29]=4[N:35]=3)=[CH:20][CH:19]=2)[CH2:14][CH2:13]1.C(N(CC)CC)C. (3) Reactant: [CH3:1][N:2]([CH3:47])[CH2:3][C:4]([N:6]1[C:14]2[C:9](=[CH:10][C:11]([O:45][CH3:46])=[C:12]([NH:15][C:16]3[N:29]4[C:20](=[N:21][C:22]5[C:27]([C:28]4=[O:30])=[C:26]([F:31])[CH:25]=[CH:24][CH:23]=5)[C:19]4[CH:32]=[CH:33][N:34]([S:35]([C:38]5[CH:43]=[CH:42][C:41]([CH3:44])=[CH:40][CH:39]=5)(=[O:37])=[O:36])[C:18]=4[N:17]=3)[CH:13]=2)[CH2:8][CH2:7]1)=[O:5].[CH2:48]([NH2:50])[CH3:49]. Product: [CH3:1][N:2]([CH3:47])[CH2:3][C:4]([N:6]1[C:14]2[C:9](=[CH:10][C:11]([O:45][CH3:46])=[C:12]([NH:15][C:16]3[N:29]=[C:20]([NH:21][C:22]4[CH:23]=[CH:24][CH:25]=[C:26]([F:31])[C:27]=4[C:28]([NH:50][CH2:48][CH3:49])=[O:30])[C:19]4[CH:32]=[CH:33][N:34]([S:35]([C:38]5[CH:39]=[CH:40][C:41]([CH3:44])=[CH:42][CH:43]=5)(=[O:37])=[O:36])[C:18]=4[N:17]=3)[CH:13]=2)[CH2:8][CH2:7]1)=[O:5]. The catalyst class is: 1. (4) Product: [N:19]([CH2:18][C@@H:16]([OH:17])[CH2:15][N:2]([CH3:1])[S:3]([C:6]1[CH:11]=[CH:10][CH:9]=[CH:8][C:7]=1[N+:12]([O-:14])=[O:13])(=[O:5])=[O:4])=[N+:20]=[N-:21]. Reactant: [CH3:1][N:2]([CH2:15][C@H:16]1[CH2:18][O:17]1)[S:3]([C:6]1[CH:11]=[CH:10][CH:9]=[CH:8][C:7]=1[N+:12]([O-:14])=[O:13])(=[O:5])=[O:4].[N-:19]=[N+:20]=[N-:21].[Na+].[NH4+].[Cl-]. The catalyst class is: 24. (5) Reactant: [F-].C([N+](CCCC)(CCCC)CCCC)CCC.[CH3:19][O:20][C:21](=[O:60])[CH2:22][C:23]1[CH:28]=[CH:27][C:26]([C:29]2[CH:34]=[CH:33][C:32]([C:35]([CH2:57][CH3:58])([C:38]3[CH:43]=[CH:42][C:41]([C:44]#[C:45][C:46]([CH2:54][CH3:55])([O:49][Si](C)(C)C)[CH2:47][CH3:48])=[C:40]([CH3:56])[CH:39]=3)[CH2:36][CH3:37])=[CH:31][C:30]=2[CH3:59])=[CH:25][CH:24]=1. Product: [CH3:19][O:20][C:21](=[O:60])[CH2:22][C:23]1[CH:24]=[CH:25][C:26]([C:29]2[CH:34]=[CH:33][C:32]([C:35]([CH2:36][CH3:37])([C:38]3[CH:43]=[CH:42][C:41]([C:44]#[C:45][C:46]([CH2:54][CH3:55])([OH:49])[CH2:47][CH3:48])=[C:40]([CH3:56])[CH:39]=3)[CH2:57][CH3:58])=[CH:31][C:30]=2[CH3:59])=[CH:27][CH:28]=1. The catalyst class is: 54. (6) Reactant: [N:1]1([S:7]([NH2:10])(=[O:9])=[O:8])[CH2:6][CH2:5][CH2:4][CH2:3][CH2:2]1.C([O-])=O.[NH4+].C(=O)([O-])[O-].[K+].[K+].[CH3:21][O:22][CH2:23][CH2:24]Br. Product: [CH3:21][O:22][CH2:23][CH2:24][NH:10][S:7]([N:1]1[CH2:6][CH2:5][CH2:4][CH2:3][CH2:2]1)(=[O:9])=[O:8]. The catalyst class is: 5.